From a dataset of Forward reaction prediction with 1.9M reactions from USPTO patents (1976-2016). Predict the product of the given reaction. (1) Given the reactants [CH2:1]([O:8][C:9]([N:11]([CH3:33])[N:12]1[C:21]([C:22]([OH:24])=[O:23])=[C:20]([C:25]2[CH:30]=[CH:29][CH:28]=[CH:27][CH:26]=2)[C:19]2[C:14](=[CH:15][CH:16]=[C:17]([Cl:31])[CH:18]=2)[C:13]1=[O:32])=[O:10])[C:2]1[CH:7]=[CH:6][CH:5]=[CH:4][CH:3]=1.[F:34][C:35]1[CH:42]=[CH:41][C:38]([CH2:39]O)=[CH:37][CH:36]=1, predict the reaction product. The product is: [F:34][C:35]1[CH:42]=[CH:41][C:38]([CH2:39][O:23][C:22]([C:21]2[N:12]([N:11]([C:9]([O:8][CH2:1][C:2]3[CH:7]=[CH:6][CH:5]=[CH:4][CH:3]=3)=[O:10])[CH3:33])[C:13](=[O:32])[C:14]3[C:19]([C:20]=2[C:25]2[CH:30]=[CH:29][CH:28]=[CH:27][CH:26]=2)=[CH:18][C:17]([Cl:31])=[CH:16][CH:15]=3)=[O:24])=[CH:37][CH:36]=1. (2) Given the reactants [Cl:1][C:2]1[CH:7]=[CH:6][C:5]([CH:8]([C:26]2[CH:31]=[CH:30][C:29]([Cl:32])=[CH:28][CH:27]=2)[C:9]2[CH:10]=[C:11]3[C:16](=[CH:17][CH:18]=2)[N:15]=[N:14][CH:13]=[C:12]3[NH:19][CH:20]2[CH2:25][CH2:24][NH:23][CH2:22][CH2:21]2)=[CH:4][CH:3]=1.Br[CH2:34][C:35]1[CH:44]=[CH:43][C:38]([C:39]([O:41][CH3:42])=[O:40])=[CH:37][CH:36]=1.C(=O)([O-])[O-].[K+].[K+], predict the reaction product. The product is: [Cl:1][C:2]1[CH:7]=[CH:6][C:5]([CH:8]([C:26]2[CH:27]=[CH:28][C:29]([Cl:32])=[CH:30][CH:31]=2)[C:9]2[CH:10]=[C:11]3[C:16](=[CH:17][CH:18]=2)[N:15]=[N:14][CH:13]=[C:12]3[NH:19][CH:20]2[CH2:21][CH2:22][N:23]([CH2:34][C:35]3[CH:44]=[CH:43][C:38]([C:39]([O:41][CH3:42])=[O:40])=[CH:37][CH:36]=3)[CH2:24][CH2:25]2)=[CH:4][CH:3]=1. (3) Given the reactants Cl[CH2:2][C:3]([C:5]1[CH:10]=[CH:9][C:8]([F:11])=[C:7]([N+:12]([O-:14])=[O:13])[CH:6]=1)=[O:4].S(C)C.[Cl-].[NH4+].C(OCC)(=O)C, predict the reaction product. The product is: [F:11][C:8]1[CH:9]=[CH:10][C:5]([C@@H:3]2[CH2:2][O:4]2)=[CH:6][C:7]=1[N+:12]([O-:14])=[O:13]. (4) Given the reactants Br[C:2]1[S:6][C:5]([CH:7]=[O:8])=[C:4]([CH3:9])[CH:3]=1.[CH3:10][C:11]1[CH:16]=[CH:15][C:14](B(O)O)=[CH:13][CH:12]=1, predict the reaction product. The product is: [CH3:9][C:4]1[CH:3]=[C:2]([C:14]2[CH:15]=[CH:16][C:11]([CH3:10])=[CH:12][CH:13]=2)[S:6][C:5]=1[CH:7]=[O:8]. (5) Given the reactants [CH3:1][C:2]1[CH:7]=[CH:6][C:5]([S:8]([O:11][C:12]2[CH:17]=[CH:16][C:15]([CH2:18][CH2:19][CH3:20])=[CH:14][C:13]=2[OH:21])(=[O:10])=[O:9])=[CH:4][CH:3]=1.C([O-])([O-])=O.[K+].[K+].[Na+].[I-].[CH2:30](Br)[C:31]1[CH:36]=[CH:35][CH:34]=[CH:33][CH:32]=1, predict the reaction product. The product is: [CH3:1][C:2]1[CH:7]=[CH:6][C:5]([S:8]([O:11][C:12]2[CH:17]=[CH:16][C:15]([CH2:18][CH2:19][CH3:20])=[CH:14][C:13]=2[O:21][CH2:30][C:31]2[CH:36]=[CH:35][CH:34]=[CH:33][CH:32]=2)(=[O:10])=[O:9])=[CH:4][CH:3]=1. (6) Given the reactants [F:1][C:2]1[CH:3]=[C:4]([C:8]2[N:13]=[CH:12][C:11]([C:14]([NH:16][C@@H:17]3[CH2:22][CH2:21][C@H:20]([CH2:23][C:24]([OH:26])=O)[CH2:19][CH2:18]3)=[O:15])=[CH:10][CH:9]=2)[CH:5]=[CH:6][CH:7]=1.C[N:28]1[CH2:33][CH2:32][NH:31][CH2:30][CH2:29]1.[CH3:34]S(C)=O, predict the reaction product. The product is: [F:1][C:2]1[CH:3]=[C:4]([C:8]2[CH:9]=[CH:10][C:11]([C:14]([NH:16][C@H:17]3[CH2:18][CH2:19][C@@H:20]([CH2:23][C:24]([N:28]4[CH2:33][CH2:32][NH:31][CH2:30][CH:29]4[CH3:34])=[O:26])[CH2:21][CH2:22]3)=[O:15])=[CH:12][N:13]=2)[CH:5]=[CH:6][CH:7]=1. (7) Given the reactants [OH:1][CH2:2][CH2:3][CH2:4][CH2:5][CH2:6][CH2:7][O:8][C:9]1[CH:19]=[CH:18][C:12]([CH:13]=[CH:14][C:15]([OH:17])=[O:16])=[CH:11][CH:10]=1.CN(C)C1C=CC=CC=1.[C:29](Cl)(=[O:32])[CH:30]=[CH2:31].C(C1C=C(C)C=C(C(C)(C)C)C=1O)(C)(C)C, predict the reaction product. The product is: [C:29]([O:1][CH2:2][CH2:3][CH2:4][CH2:5][CH2:6][CH2:7][O:8][C:9]1[CH:10]=[CH:11][C:12]([CH:13]=[CH:14][C:15]([OH:17])=[O:16])=[CH:18][CH:19]=1)(=[O:32])[CH:30]=[CH2:31]. (8) The product is: [CH2:9]([O:8][C:6]1[CH:7]=[C:2]([NH2:12])[CH:3]=[N:4][CH:5]=1)[CH3:10]. Given the reactants Br[C:2]1[CH:3]=[N:4][CH:5]=[C:6]([O:8][CH2:9][CH3:10])[CH:7]=1.[OH-].[NH4+:12].[OH-].[Na+], predict the reaction product. (9) Given the reactants [C:1]([C:4]1[CH:5]=[CH:6][C:7]([N:18]([CH3:30])[CH:19]2[CH2:22][N:21](C(OC(C)(C)C)=O)[CH2:20]2)=[C:8]2[C:12]=1[NH:11][C:10]([CH:13]1[CH:17]=[CH:16][O:15][CH2:14]1)=[CH:9]2)(=[O:3])[NH2:2].C([SiH](CC)CC)C.B(F)(F)F.CCOCC, predict the reaction product. The product is: [NH:21]1[CH2:20][CH:19]([N:18]([CH3:30])[C:7]2[CH:6]=[CH:5][C:4]([C:1]([NH2:2])=[O:3])=[C:12]3[C:8]=2[CH:9]=[C:10]([CH:13]2[CH2:17][CH2:16][O:15][CH2:14]2)[NH:11]3)[CH2:22]1.